From a dataset of Catalyst prediction with 721,799 reactions and 888 catalyst types from USPTO. Predict which catalyst facilitates the given reaction. (1) Reactant: Br[CH2:2][C:3]([C:5]1[S:6][CH:7]=[C:8]([Br:10])[CH:9]=1)=[O:4].C(=O)([O-])[O-].[K+].[K+].[CH2:17]([NH:20][CH2:21][CH:22]=[CH2:23])[CH:18]=[CH2:19].O. Product: [Br:10][C:8]1[CH:9]=[C:5]([C:3](=[O:4])[CH2:2][N:20]([CH2:21][CH:22]=[CH2:23])[CH2:17][CH:18]=[CH2:19])[S:6][CH:7]=1. The catalyst class is: 10. (2) Reactant: [Br:1][C:2]1[C:3]([C:9]([F:12])([F:11])[F:10])=[N:4][N:5]([CH2:7]Cl)[CH:6]=1.[F:13][C:14]([F:23])([F:22])[CH2:15][CH2:16][CH:17]([C:20]#[N:21])[C:18]#[N:19].C(=O)([O-])[O-].[K+].[K+].O. Product: [Br:1][C:2]1[C:3]([C:9]([F:12])([F:11])[F:10])=[N:4][N:5]([CH2:7][C:17]([CH2:16][CH2:15][C:14]([F:13])([F:22])[F:23])([C:18]#[N:19])[C:20]#[N:21])[CH:6]=1. The catalyst class is: 9. (3) Reactant: [F:1][C:2]1[C:7]([F:8])=[CH:6][CH:5]=[CH:4][C:3]=1[C:9]1[N:14]=[C:13]([N:15]2[CH2:20][CH2:19][N:18](C(OC(C)(C)C)=O)[CH2:17][CH2:16]2)[CH:12]=[CH:11][CH:10]=1. Product: [F:1][C:2]1[C:7]([F:8])=[CH:6][CH:5]=[CH:4][C:3]=1[C:9]1[N:14]=[C:13]([N:15]2[CH2:16][CH2:17][NH:18][CH2:19][CH2:20]2)[CH:12]=[CH:11][CH:10]=1. The catalyst class is: 617.